Dataset: Peptide-MHC class I binding affinity with 185,985 pairs from IEDB/IMGT. Task: Regression. Given a peptide amino acid sequence and an MHC pseudo amino acid sequence, predict their binding affinity value. This is MHC class I binding data. (1) The peptide sequence is NTIFTLTVAW. The MHC is HLA-A26:01 with pseudo-sequence HLA-A26:01. The binding affinity (normalized) is 0.161. (2) The peptide sequence is LVSSGNTLY. The MHC is HLA-B15:01 with pseudo-sequence HLA-B15:01. The binding affinity (normalized) is 0.703. (3) The peptide sequence is DEVINIVII. The MHC is H-2-Db with pseudo-sequence H-2-Db. The binding affinity (normalized) is 0.0641. (4) The peptide sequence is NTFVNFNSV. The MHC is HLA-A68:01 with pseudo-sequence HLA-A68:01. The binding affinity (normalized) is 0.251. (5) The peptide sequence is SSDSENNPEY. The MHC is HLA-A11:01 with pseudo-sequence HLA-A11:01. The binding affinity (normalized) is 0.223. (6) The peptide sequence is FSFCFALL. The MHC is H-2-Db with pseudo-sequence H-2-Db. The binding affinity (normalized) is 0.441.